This data is from Forward reaction prediction with 1.9M reactions from USPTO patents (1976-2016). The task is: Predict the product of the given reaction. (1) The product is: [O:22]=[C:14]1[NH:15][C:16]2=[N:17][CH:18]=[CH:19][CH:20]=[C:21]2[C@:13]21[CH2:12][C:7]1[CH:8]=[C:9]3[C:4](=[CH:5][C:6]=1[CH2:23]2)[N:3]=[C:2]([CH:1]=[O:25])[CH:11]=[CH:10]3. Given the reactants [CH3:1][C:2]1[CH:11]=[CH:10][C:9]2[C:4](=[CH:5][C:6]3[CH2:23][C@:13]4([C:21]5[C:16](=[N:17][CH:18]=[CH:19][CH:20]=5)[NH:15][C:14]4=[O:22])[CH2:12][C:7]=3[CH:8]=2)[N:3]=1.[Se](=O)=[O:25], predict the reaction product. (2) Given the reactants [O:1]1[C:5]2([CH2:10][CH2:9][CH:8]([CH2:11][C:12](OCC)=[O:13])[CH2:7][CH2:6]2)[O:4][CH2:3][CH2:2]1.[AlH4-].[Li+].O.[OH-].[Na+], predict the reaction product. The product is: [O:1]1[C:5]2([CH2:10][CH2:9][CH:8]([CH2:11][CH2:12][OH:13])[CH2:7][CH2:6]2)[O:4][CH2:3][CH2:2]1. (3) Given the reactants C(OC([N:8]1[CH2:13][CH2:12][CH:11]([NH2:14])[CH2:10][CH2:9]1)=O)(C)(C)C.F[C:16]1[CH:17]=[CH:18][C:19]([N+:26]([O-:28])=[O:27])=[C:20]([C:22]([F:25])([F:24])[F:23])[CH:21]=1.C(=O)([O-])[O-].[K+].[K+].[Cl:35]CCl, predict the reaction product. The product is: [ClH:35].[N+:26]([C:19]1[CH:18]=[CH:17][C:16]([NH:14][CH:11]2[CH2:10][CH2:9][NH:8][CH2:13][CH2:12]2)=[CH:21][C:20]=1[C:22]([F:23])([F:24])[F:25])([O-:28])=[O:27]. (4) Given the reactants [F:1][C:2]1[CH:3]=[CH:4][C:5]([O:24][CH3:25])=[C:6]([C:8]([C:10]2[C:15]([F:16])=[C:14]([C:17]3[CH:18]=[N:19][CH:20]=[CH:21][C:22]=3[CH3:23])[CH:13]=[CH:12][N:11]=2)=O)[CH:7]=1.Cl.[NH2:27][OH:28], predict the reaction product. The product is: [F:1][C:2]1[CH:3]=[CH:4][C:5]([O:24][CH3:25])=[C:6](/[C:8](/[C:10]2[C:15]([F:16])=[C:14]([C:17]3[CH:18]=[N:19][CH:20]=[CH:21][C:22]=3[CH3:23])[CH:13]=[CH:12][N:11]=2)=[N:27]/[OH:28])[CH:7]=1. (5) Given the reactants C[O:2][C:3]([C:5]1[S:12][C:11]2[C:10]([CH:13]3[CH2:18][CH2:17][CH2:16][CH2:15][CH2:14]3)=[C:9]([C:19]3[CH:20]=[C:21]4[C:26](=[CH:27][CH:28]=3)[N:25]=[C:24]([C:29]3[S:33][C:32]([CH3:34])=[N:31][C:30]=3[CH3:35])[CH:23]=[CH:22]4)[NH:8][C:7]=2[CH:6]=1)=[O:4].[H-].[Na+].Cl[CH2:39][C:40]([N:42]1[CH2:47][CH2:46][O:45][CH2:44][CH2:43]1)=[O:41].[Li+].[OH-].Cl, predict the reaction product. The product is: [CH:13]1([C:10]2[C:11]3[S:12][C:5]([C:3]([OH:4])=[O:2])=[CH:6][C:7]=3[N:8]([CH2:39][C:40]([N:42]3[CH2:47][CH2:46][O:45][CH2:44][CH2:43]3)=[O:41])[C:9]=2[C:19]2[CH:20]=[C:21]3[C:26](=[CH:27][CH:28]=2)[N:25]=[C:24]([C:29]2[S:33][C:32]([CH3:34])=[N:31][C:30]=2[CH3:35])[CH:23]=[CH:22]3)[CH2:14][CH2:15][CH2:16][CH2:17][CH2:18]1.